This data is from Drug-target binding data from BindingDB using IC50 measurements. The task is: Regression. Given a target protein amino acid sequence and a drug SMILES string, predict the binding affinity score between them. We predict pIC50 (pIC50 = -log10(IC50 in M); higher means more potent). Dataset: bindingdb_ic50. (1) The compound is CCOC(=O)C(C(=O)NCCc1ccccc1)[n+]1ccc2ccccc2c1. The target protein (P56560) has sequence MSSKCDVVVVGGGISGMAAAKLLHDSGLNVIVLEARDRVGGRTYTLRNQKVKYVDLGGSYVGPTQNHILRLSKELGLETYKVNEVERLIHHTKGKSYPFRGSFPSVWNPITYLDHNNLWRTMDDMGREIPSDAPWKAPLAEQWDLMTMKELLDKICWTESSKQLAILFVNLCVTAEIHEVSALWFLWYVKQCGGTTRIFSTSNGGQERKFVGGSGQVSERIMDLLGDRVKLERPVIHIDQTGENVLVETLNHELYEAKYVISAVPPVLGMKIHFNPPLPMMRNQLITRVPLGSVIKSIVYYKEPFWRNMDYCGSMIIEGEEAPVAYALDDTKPDGSYPAIIGFILAHKARKLARLTKEERLKKLCDLYAKVLGSQEALHPVHYEEKNWCEEQYSGGCYTSYFPPGIMTQYGRVLRQPVGRIYFAGTETATHWSGYMEGAVEAGERAAREILHAMGKIPEDEIWLPEPESVDVPAKPITTTFLQRHLPSVPGLLKLIGLTT.... The pIC50 is 8.1. (2) The small molecule is CN(C)C(=O)C[C@H](NC(=O)[C@@H](NC(=O)CC(C)(C)C)C(C)(C)C)C(=O)N[C@H]1CN(OCc2ccccc2)C1=O. The target protein (P00766) has sequence CGVPAIQPVLSGLSRIVNGEEAVPGSWPWQVSLQDKTGFHFCGGSLINENWVVTAAHCGVTTSDVVVAGEFDQGSSSEKIQKLKIAKVFKNSKYNSLTINNDITLLKLSTAASFSQTVSAVCLPSASDDFAAGTTCVTTGWGLTRYTNANTPDRLQQASLPLLSNTNCKKYWGTKIKDAMICAGASGVSSCMGDSGGPLVCKKNGAWTLVGIVSWGSSTCSTSTPGVYARVTALVNWVQQTLAAN. The pIC50 is 4.1. (3) The drug is Cc1c(P(=S)(c2ccccc2)c2ccccc2)n2ccccc2[n+]1C/C=C/c1ccc(Cl)cc1. The pIC50 is 6.9. The target protein (Q6W5P4) has sequence MPANFTEGSFDSSGTGQTLDSSPVACTETVTFTEVVEGKEWGSFYYSFKTEQLITLWVLFVFTIVGNSVVLFSTWRRKKKSRMTFFVTQLAITDSFTGLVNILTDINWRFTGDFTAPDLVCRVVRYLQVVLLYASTYVLVSLSIDRYHAIVYPMKFLQGEKQARVLIVIAWSLSFLFSIPTLIIFGKRTLSNGEVQCWALWPDDSYWTPYMTIVAFLVYFIPLTIISIMYGIVIRTIWIKSKTYETVISNCSDGKLCSSYNRGLISKAKIKAIKYSIIIILAFICCWSPYFLFDILDNFNLLPDTQERFYASVIIQNLPALNSAINPLIYCVFSSSISFPCREQRSQDSRMTFRERTERHEMQILSKPEFI. (4) The compound is CC1(C)C2CC[C@]3(C)OB(CCC[C@H](NC(=O)OCc4ccccc4)C(=O)O)O[C@]13C2. The pIC50 is 4.7. The target protein (P68890) has sequence MKISEEEVRHVAKLSKLSFSESETTTFATTLSKIVDMVELLNEVDTEGVAITTTMADKKNVMRQDVAEEGTDRALLFKNVPEKENHFIKVPAILDDGGDA.